This data is from Full USPTO retrosynthesis dataset with 1.9M reactions from patents (1976-2016). The task is: Predict the reactants needed to synthesize the given product. (1) Given the product [Cl:27][C:28]1[C:33]([Cl:34])=[CH:32][CH:31]=[CH:30][C:29]=1[O:35][CH2:2][C:3]1[N:4]=[CH:5][N:6]([C:8]([C:9]2[CH:14]=[CH:13][CH:12]=[CH:11][CH:10]=2)([C:15]2[CH:16]=[CH:17][CH:18]=[CH:19][CH:20]=2)[C:21]2[CH:26]=[CH:25][CH:24]=[CH:23][CH:22]=2)[CH:7]=1, predict the reactants needed to synthesize it. The reactants are: Cl[CH2:2][C:3]1[N:4]=[CH:5][N:6]([C:8]([C:21]2[CH:26]=[CH:25][CH:24]=[CH:23][CH:22]=2)([C:15]2[CH:20]=[CH:19][CH:18]=[CH:17][CH:16]=2)[C:9]2[CH:14]=[CH:13][CH:12]=[CH:11][CH:10]=2)[CH:7]=1.[Cl:27][C:28]1[C:33]([Cl:34])=[CH:32][CH:31]=[CH:30][C:29]=1[OH:35].C([O-])([O-])=O.[K+].[K+]. (2) The reactants are: [NH2:1][CH2:2][C:3]1[C:4]([F:20])=[C:5]([O:10][C:11]2[CH:12]=[C:13]([CH:16]=[C:17]([Cl:19])[CH:18]=2)[C:14]#[N:15])[C:6]([Cl:9])=[CH:7][CH:8]=1.[N:21]1[CH:26]=[CH:25][CH:24]=[CH:23][C:22]=1[C:27](O)=[O:28].CN(C(ON1N=NC2C=CC=NC1=2)=[N+](C)C)C.F[P-](F)(F)(F)(F)F.CCN(C(C)C)C(C)C. Given the product [Cl:9][C:6]1[CH:7]=[CH:8][C:3]([CH2:2][NH:1][C:27]([C:22]2[CH:23]=[CH:24][CH:25]=[CH:26][N:21]=2)=[O:28])=[C:4]([F:20])[C:5]=1[O:10][C:11]1[CH:12]=[C:13]([C:14]#[N:15])[CH:16]=[C:17]([Cl:19])[CH:18]=1, predict the reactants needed to synthesize it. (3) Given the product [Cl:24][C:20]1[CH:19]=[C:18]([CH:23]=[CH:22][CH:21]=1)[CH2:17][NH:16][C:14]([C:7]1[C:8]2[C:13](=[CH:12][CH:11]=[CH:10][CH:9]=2)[N:5]([CH2:4][CH2:3][CH2:2][N:42]2[CH2:41][CH2:40][CH:39]([O:38][C:37]3[CH:45]=[CH:46][C:34]([F:33])=[CH:35][CH:36]=3)[CH2:44][CH2:43]2)[CH:6]=1)=[O:15], predict the reactants needed to synthesize it. The reactants are: Cl[CH2:2][CH2:3][CH2:4][N:5]1[C:13]2[C:8](=[CH:9][CH:10]=[CH:11][CH:12]=2)[C:7]([C:14]([NH:16][CH2:17][C:18]2[CH:23]=[CH:22][CH:21]=[C:20]([Cl:24])[CH:19]=2)=[O:15])=[CH:6]1.C(=O)([O-])[O-].[Cs+].[Cs+].[I-].[K+].[F:33][C:34]1[CH:46]=[CH:45][C:37]([O:38][CH:39]2[CH2:44][CH2:43][NH:42][CH2:41][CH2:40]2)=[CH:36][CH:35]=1. (4) Given the product [CH3:1][C:2]1[CH:3]=[C:4]2[NH:8][CH:9]=[CH:10][C:5]2=[N:6][CH:7]=1, predict the reactants needed to synthesize it. The reactants are: [CH3:1][C:2]1[CH:3]=[C:4]([NH:8][C:9]#[C:10][Si](C)(C)C)[CH:5]=[N:6][CH:7]=1.CC([O-])(C)C.[K+].O. (5) Given the product [F:38][C:28]1[CH:29]=[C:30]([C:34]([OH:37])([CH3:36])[CH3:35])[CH:31]=[C:32]([F:33])[C:27]=1[C:21]1[S:20][C:19]([NH:18][C:2]2[CH:3]=[CH:4][CH:5]=[C:6]([CH2:8][C:9]([NH:11][C:12]3[CH:13]=[N:14][N:15]([CH3:17])[CH:16]=3)=[O:10])[N:7]=2)=[C:23]([C:24]([NH2:26])=[O:25])[CH:22]=1, predict the reactants needed to synthesize it. The reactants are: Br[C:2]1[N:7]=[C:6]([CH2:8][C:9]([NH:11][C:12]2[CH:13]=[N:14][N:15]([CH3:17])[CH:16]=2)=[O:10])[CH:5]=[CH:4][CH:3]=1.[NH2:18][C:19]1[S:20][C:21]([C:27]2[C:32]([F:33])=[CH:31][C:30]([C:34]([OH:37])([CH3:36])[CH3:35])=[CH:29][C:28]=2[F:38])=[CH:22][C:23]=1[C:24]([NH2:26])=[O:25].